From a dataset of B-cell epitopes from IEDB database with 3,159 antigens for binding position prediction. Token-level Classification. Given an antigen amino acid sequence, predict which amino acid positions are active epitope sites capable of antibody binding. Output is a list of indices for active positions. (1) Given the antigen sequence: MSLLTEVETPTRNGWECKCNDSSDPLVIAASIIGILHLILWILDRLFFKCIYRRLKYGLKRGPSTEGVPESMREEYRQEQQSAVDVDDG, which amino acid positions are active epitope sites? The epitope positions are: [1, 2, 3, 4, 5, 6, 7, 8, 9, 10, 11, 12, 13, 14, 15, 16, 17, 18, 19, 20... (23 total positions)]. The amino acids at these positions are: SLLTEVETPTRNGWECKCNDSSD. (2) Given the antigen sequence: MKNFILLAVSSILLVDLFPTHCGHNVDLSKAINLNGVNFNNVDASSLGAAHVGQSASRGRGLGENPDDEEGDAKKKKDGKKAEPKNPRENKLKQPGDRADGQPAGDRADGQPAGDRADGQPAGDRAAGQPAGDRADGQPAGDRADGQPAGDRADGQPAGDRADGQPAGDRAAGQPAGDRAAGQPAGDRADGQPAGDRAAGQPAGDRADGQPAGDRAAGQPAGDRADGQPAGDRAAGQPAGDRAAGQPAGDRAAGQPAGDRAAGQPAGNGAGGQAAGGNAGGGQGQNNEGANAPNEKSVKEYLDKVRATVGTEWTPCSVTCGVGVRVRRRVNAANKKPEDLTLNDLETDVCTMDKCAGIFNVVSNSLGLVILLVLALFN, which amino acid positions are active epitope sites? The epitope positions are: [328, 329, 330, 331, 332, 333, 334, 335, 336, 337, 338, 339, 340, 341, 342, 343, 344, 345, 346, 347]. The amino acids at these positions are: RVNAANKKPEDLTLNDLETD. (3) Given the antigen sequence: MSLLTEVETLTRNGWECKCSDSSDPLVVAASIIGILHLILWILDRLFFKCIYRRFKYGLKRGPSTEGVPESMREEYRQEQQNAVDVDDGHFVNIELE, which amino acid positions are active epitope sites? The epitope positions are: [1, 2, 3, 4, 5, 6, 7, 8, 9, 10, 11, 12, 13, 14, 15, 16, 17, 18, 19, 20... (23 total positions)]. The amino acids at these positions are: SLLTEVETLTRNGWECKCSDSSD. (4) Given the antigen sequence: MELCRVLLLIFSAAGPALCYEHETRLVDDLFREYSKVVRPVENHRDAVVVTVGLQLIQLINVDEVNQIVTTNVRLKQQWTDINLKWNPDDYGGVKQIRIPSDDIWRPDLVLYNNADGDFAIVKYTKVLLEHTGKITWTPPAIFKSYCEIIVTYFPFDQQNCSMKLGTWTYDGTMVVINPESDRPDLSNFMESGEWVMKDYRGWKHWVYYACCPDTPYLDITYHFLMQRLPLYFIVNVIIPCLLFSFLTGFVFYLPTDSGEKMTLSISVLLSLTVFLLVIVELIPSTSSAVPLIGKYMLFTMVFVIASIIITVIVINTHHRSPSTHTMPPWVRKIFIDTIPNIMFFSTMKRPSRDKPDKKIFAEDIDISEISGKQGPVPVNFYSPLTKNPDVKNAIEGIKYIAETMKSDQESSNAADEWKFVAMVLDHLLLVIFMLVCIIGTLAVFAGRLIELNQQG, which amino acid positions are active epitope sites? The epitope positions are: [391, 392, 393, 394, 395, 396, 397, 398]. The amino acids at these positions are: KNAIEGIK. (5) Given the antigen sequence: MALLLVSLLAFLSLGSGCHHRICHCSNRVFLCQESKVTEIPSDLPRNAIELRFVLTKLRVIQKGAFSGFGDLEKIEISQNDVLEVIEADVFSNLPKLHEIRIEKANNLLYITPEAFQNLPNLQYLLISNTGIKHLPDVHKIHSLQKVLLDIQDNINIHTIERNSFVGLSFESVILWLNKNGIQEIHNCAFNGTQLDAVNLSDNNNLEELPNDVFHGASGPVILDISRTRIHSLPSYGLENLKKLRARSTYNLKKLPTLEKLVALMEASLTYPSHCCAFANWRRQISELHPICNKSILRQEVDYMTQARGQRSSLAEDNESSYSRGFDMTYTEFDYDLCNEVVDVTCSPKPDAFNPCEDIMGYNILRVLIWFISILAITGNIIVLVILTTSQYKLTVPRFLMCNLAFADLCIGIYLLLIASVDIHTKSQYHNYAIDWQTGAGCDAAGFFTVFASELSVYTLTAITLERWHTITHAMQLDCKVQLRHAASVMVMGWIFAFAA..., which amino acid positions are active epitope sites? The epitope positions are: [316, 317, 318, 319, 320, 321, 322, 323, 324, 325, 326, 327, 328, 329, 330, 331]. The amino acids at these positions are: DNESSYSRGFDMTYTE. (6) Given the antigen sequence: GDRVADVIESSIGDSVSRALTRALPAPTGQNTQVSSHRLDTGKVPALQAAEIGASSNASDESMIETRCVLNSHSTAETTLDSFFSRAGLVGEIDLPLEGTTNPNGYANWDIDITGYAQMRRKVELFTYMRFDAEFTFVACTPTGGVVPQLLQYMFVPPGAPKPDSRESXAWQTATNPSVFVKLSDPPAQVSVPFMSPASAYQWFYDGYPTFGEHKQEKDLEYGACPNNMMGTFSVRTVGTSKSKYPLVIRIYMRMKHVRAWIPRPMRNQNYLFKANPNYAGNSIKPTGASRTAITTL, which amino acid positions are active epitope sites? The epitope positions are: [15, 16, 17, 18, 19, 20, 21, 22, 23, 24, 25, 26, 27, 28, 29]. The amino acids at these positions are: VSRALTRALPAPTGQ. (7) The epitope positions are: [409, 410, 411, 412, 413, 414, 415, 416, 417, 418, 419, 420, 421, 422, 423]. The amino acids at these positions are: QSQQFSVSENLLKEA. Given the antigen sequence: NIFEYQVDAQPLRPCELQRETAFLKQADYVPQCAEDGSFQTVQCQNDGRSCWCVGANGSEVLGSRQPGRPVACLSFCQLQKQQILLSGYINSTDTSYLPQCQDSGDYAPVQCDVQHVQCWCVDAEGMEVYGTRQLGRPKRCPRSCEIRNRRLLHGVGDKSPPQCSAEGEFMPVQCKFVNTTDMMIFDLVHSYNRFPDAFVTFSSFQRRFPEVSGYCHCADSQGRELAETGLELLLDEIYDTIFAGLDLPSTFTETTLYRILQRRFLAVQSVISGRFRCPTKCEVERFTATSFGHPYVPSCRRNGDYQAVQCQTEGPCWCVDAQGKEMHGTRQQGEPPSCAEGQSCASERQQALSRLYFGTSGYFSQHDLFSSPEKRWASPRVARFATSCPPTIKELFVDSGLLRPMVEGQSQQFSVSENLLKEAIRAIFPSRGLARLALQFTTNPKRLQQNLFGGKFLVNVGQFNLSGALGTRGTFNFSQFFQQLGLASFLNGGRQEDLA..., which amino acid positions are active epitope sites?